Task: Predict the product of the given reaction.. Dataset: Forward reaction prediction with 1.9M reactions from USPTO patents (1976-2016) (1) Given the reactants [C@@H:1]1([N:10]2[C:20]3[N:19]=[C:17]([NH2:18])[NH:16][C:14](=[O:15])[C:13]=3[N:12]=[CH:11]2)[O:9][C@H:6]([CH2:7][OH:8])[C@@H:4]([OH:5])[C@H:2]1[OH:3].[C:21]1([CH2:37]Cl)[C:34]2[C:35]3=[C:36]4[C:31](=[CH:32][CH:33]=2)[CH:30]=[CH:29][CH:28]=[C:27]4[CH:26]=[CH:25][C:24]3=[CH:23][CH:22]=1.[H-].[Na+], predict the reaction product. The product is: [C:21]1([CH2:37][O:3][C@@H:2]2[C@H:4]([OH:5])[C@@H:6]([CH2:7][OH:8])[O:9][C@H:1]2[N:10]2[C:20]3[N:19]=[C:17]([NH2:18])[NH:16][C:14](=[O:15])[C:13]=3[N:12]=[CH:11]2)[C:34]2[C:35]3=[C:36]4[C:31](=[CH:32][CH:33]=2)[CH:30]=[CH:29][CH:28]=[C:27]4[CH:26]=[CH:25][C:24]3=[CH:23][CH:22]=1. (2) Given the reactants C(O)(O)CC.[Br:6][C:7]1[C:12]([F:13])=[CH:11][C:10]([C:14]2C=[CH:21][CH:20]=[CH:19][C:15]=2C(Cl)=O)=[CH:9][C:8]=1[F:23].[OH:24][S:25]([C:28]([F:31])([F:30])[F:29])(=[O:27])=[O:26].C(OC(=O)C)(=O)C, predict the reaction product. The product is: [O-:27][S:25]([C:28]([F:31])([F:30])[F:29])(=[O:26])=[O:24].[Br:6][C:7]1[C:12]([F:13])=[CH:11][C:10]([C+:14]2[CH2:15][CH2:19][CH2:20][CH2:21][S:25]2)=[CH:9][C:8]=1[F:23]. (3) The product is: [Cl:54][C:51]1[CH:52]=[C:53]2[C:48](=[C:49]([Cl:55])[CH:50]=1)[CH2:47][N:46]([CH3:56])[CH2:45][CH:44]2[C:40]1[CH:39]=[C:38]([S:35]([NH:34][CH2:33][CH2:32][O:31][CH2:30][CH2:29][O:28][CH2:27][CH2:26][NH:25][C:3](=[O:5])[C@H:2]([OH:1])[C@@H:13]([OH:24])[C:14]([NH:25][CH2:26][CH2:27][O:28][CH2:29][CH2:30][O:31][CH2:32][CH2:33][NH:34][S:35]([C:38]2[CH:43]=[CH:42][CH:41]=[C:40]([CH:44]3[C:53]4[C:48](=[C:49]([Cl:55])[CH:50]=[C:51]([Cl:54])[CH:52]=4)[CH2:47][N:46]([CH3:56])[CH2:45]3)[CH:39]=2)(=[O:37])=[O:36])=[O:16])(=[O:37])=[O:36])[CH:43]=[CH:42][CH:41]=1. Given the reactants [OH:1][C@H:2]([C@@H:13]([OH:24])[C:14]([O:16]N1C(=O)CCC1=O)=O)[C:3]([O:5]N1C(=O)CCC1=O)=O.[NH2:25][CH2:26][CH2:27][O:28][CH2:29][CH2:30][O:31][CH2:32][CH2:33][NH:34][S:35]([C:38]1[CH:43]=[CH:42][CH:41]=[C:40]([CH:44]2[C:53]3[C:48](=[C:49]([Cl:55])[CH:50]=[C:51]([Cl:54])[CH:52]=3)[CH2:47][N:46]([CH3:56])[CH2:45]2)[CH:39]=1)(=[O:37])=[O:36], predict the reaction product. (4) Given the reactants C(OC([N:8]1[CH2:14][CH2:13][CH2:12][N:11]([C:15]2[CH:20]=[CH:19][C:18]([NH:21][C:22]([C:24]3[N:25]=[C:26]([C:33]4[CH:38]=[CH:37][CH:36]=[CH:35][CH:34]=4)[O:27][C:28]=3[C:29]([F:32])([F:31])[F:30])=[O:23])=[CH:17][CH:16]=2)[CH2:10][CH2:9]1)=O)(C)(C)C.O1CCOCC1.[ClH:45], predict the reaction product. The product is: [ClH:45].[N:11]1([C:15]2[CH:20]=[CH:19][C:18]([NH:21][C:22]([C:24]3[N:25]=[C:26]([C:33]4[CH:38]=[CH:37][CH:36]=[CH:35][CH:34]=4)[O:27][C:28]=3[C:29]([F:32])([F:30])[F:31])=[O:23])=[CH:17][CH:16]=2)[CH2:12][CH2:13][CH2:14][NH:8][CH2:9][CH2:10]1. (5) Given the reactants Cl.O1CCOCC1.[Cl:8][C:9]1[CH:14]=[CH:13][C:12]([CH2:15][CH2:16][CH2:17][S:18][C:19]2[N:24]=[C:23]([NH:25][CH2:26][CH2:27][C:28]3[CH:33]=[CH:32][C:31]([OH:34])=[CH:30][CH:29]=3)[N:22]=[C:21]([N:35]3[CH2:40][CH2:39][N:38](C(OC(C)(C)C)=O)[CH2:37][CH2:36]3)[N:20]=2)=[CH:11][CH:10]=1, predict the reaction product. The product is: [Cl:8][C:9]1[CH:14]=[CH:13][C:12]([CH2:15][CH2:16][CH2:17][S:18][C:19]2[N:20]=[C:21]([N:35]3[CH2:36][CH2:37][NH:38][CH2:39][CH2:40]3)[N:22]=[C:23]([NH:25][CH2:26][CH2:27][C:28]3[CH:29]=[CH:30][C:31]([OH:34])=[CH:32][CH:33]=3)[N:24]=2)=[CH:11][CH:10]=1.